From a dataset of Catalyst prediction with 721,799 reactions and 888 catalyst types from USPTO. Predict which catalyst facilitates the given reaction. (1) Reactant: Br[C:2]1[CH:3]=[C:4]([CH:8]2[O:12][CH2:11][CH2:10][O:9]2)[CH:5]=[CH:6][CH:7]=1.[F:13][C:14]([F:28])([F:27])[C:15]1[CH:16]=[C:17]([CH:20]=[C:21]([C:23]([F:26])([F:25])[F:24])[CH:22]=1)[CH2:18][NH2:19].C1C=CC(P(C2C(C3C(P(C4C=CC=CC=4)C4C=CC=CC=4)=CC=C4C=3C=CC=C4)=C3C(C=CC=C3)=CC=2)C2C=CC=CC=2)=CC=1.C(O[Na])(C)(C)C. Product: [F:13][C:14]([F:27])([F:28])[C:15]1[CH:16]=[C:17]([CH:20]=[C:21]([C:23]([F:26])([F:24])[F:25])[CH:22]=1)[CH2:18][NH:19][C:2]1[CH:7]=[CH:6][CH:5]=[C:4]([CH:8]2[O:12][CH2:11][CH2:10][O:9]2)[CH:3]=1. The catalyst class is: 222. (2) The catalyst class is: 5. Reactant: [CH2:1]([O:8][C:9]1[CH:14]=[CH:13][C:12]([S:15]([N:18]2[C:26]3[C:21](=[CH:22][CH:23]=[CH:24][CH:25]=3)[CH2:20][C@@H:19]2[C:27]([OH:29])=[O:28])(=[O:17])=[O:16])=[CH:11][CH:10]=1)[C:2]1[CH:7]=[CH:6][CH:5]=[CH:4][CH:3]=1.O.[C:31]1(C)C=CC(S(O)(=O)=O)=CC=1. Product: [CH3:31][O:28][C:27]([C@H:19]1[CH2:20][C:21]2[C:26](=[CH:25][CH:24]=[CH:23][CH:22]=2)[N:18]1[S:15]([C:12]1[CH:11]=[CH:10][C:9]([O:8][CH2:1][C:2]2[CH:3]=[CH:4][CH:5]=[CH:6][CH:7]=2)=[CH:14][CH:13]=1)(=[O:16])=[O:17])=[O:29]. (3) Reactant: [CH2:1]([O:3][C:4]([N:6]1[C:14]2[C:9](=[CH:10][CH:11]=[C:12]([Cl:15])[CH:13]=2)/[C:8](=[CH:16]/[C:17]2[CH:22]=[CH:21][CH:20]=[C:19]([Cl:23])[CH:18]=2)/[C:7]1=[O:24])=[O:5])[CH3:2].[Br:25][C:26]1[CH:31]=[CH:30][CH:29]=[CH:28][C:27]=1[CH:32]=[N:33][C:34]([O:36][Si](C)(C)C)=[CH2:35]. Product: [CH2:1]([O:3][C:4]([N:6]1[C:14]2[C:9](=[CH:10][CH:11]=[C:12]([Cl:15])[CH:13]=2)[C:8]2([CH:16]([C:17]3[CH:22]=[CH:21][CH:20]=[C:19]([Cl:23])[CH:18]=3)[CH2:35][C:34](=[O:36])[NH:33][CH:32]2[C:27]2[CH:28]=[CH:29][CH:30]=[CH:31][C:26]=2[Br:25])[C:7]1=[O:24])=[O:5])[CH3:2]. The catalyst class is: 11. (4) Reactant: ClC[C:3]([N:5]([CH2:16][CH:17]1[CH2:25][C:24]2[C:19](=[CH:20][CH:21]=[C:22]([C:26]#[N:27])[CH:23]=2)[CH2:18]1)[CH2:6][CH2:7][NH:8][C:9](=O)OC(C)(C)C)=[O:4].CCO.C([O-])([O-])=O.[K+].[K+]. Product: [O:4]=[C:3]1[CH2:9][NH:8][CH2:7][CH2:6][N:5]1[CH2:16][CH:17]1[CH2:25][C:24]2[C:19](=[CH:20][CH:21]=[C:22]([C:26]#[N:27])[CH:23]=2)[CH2:18]1. The catalyst class is: 89. (5) Reactant: [C:1]([NH:4]/[C:5](=[CH:9]\[CH2:10][PH:11]([CH2:13][OH:14])=[O:12])/[C:6]([OH:8])=[O:7])(=[O:3])[CH3:2].[H][H]. Product: [C:1]([NH:4][C@H:5]([CH2:9][CH2:10][PH:11]([CH2:13][OH:14])=[O:12])[C:6]([OH:8])=[O:7])(=[O:3])[CH3:2]. The catalyst class is: 5. (6) Reactant: Cl[C:2]1[CH:3]=[CH:4][C:5]([N+:11]([O-:13])=[O:12])=[C:6]([CH:10]=1)[C:7]([NH2:9])=[O:8].[NH:14]1[CH2:19][CH2:18][O:17][CH2:16][CH2:15]1.C([O-])([O-])=O.[K+].[K+].O. Product: [N:14]1([C:2]2[CH:3]=[CH:4][C:5]([N+:11]([O-:13])=[O:12])=[C:6]([CH:10]=2)[C:7]([NH2:9])=[O:8])[CH2:19][CH2:18][O:17][CH2:16][CH2:15]1. The catalyst class is: 3. (7) Reactant: [CH2:1]([O:4][C:5]1[CH:14]=[CH:13][C:12]([O:15][CH3:16])=[CH:11][C:6]=1[C:7](OC)=[O:8])[CH:2]=[CH2:3].[H-].[Al+3].[Li+].[H-].[H-].[H-].CCOC(C)=O.[Cl-].[NH4+]. Product: [CH2:1]([O:4][C:5]1[CH:14]=[CH:13][C:12]([O:15][CH3:16])=[CH:11][C:6]=1[CH2:7][OH:8])[CH:2]=[CH2:3]. The catalyst class is: 1. (8) The catalyst class is: 33. Reactant: C[O:2]C1CCC(OC)O1.F[C:11]1[CH:12]=[C:13]([C@@H:18]([CH:36]2CCN(S(C)(=O)=O)[CH2:38][CH2:37]2)CC(N2[C@H](C3C=CC=CC=3)[C@H](C)N(C)C2=O)=O)C=C(F)[CH:16]=1.C(N)C1C=CC=CC=1.C([O-])(=O)C.[Na+].[OH-].[Na+]. Product: [CH3:38][CH2:37][C:36](=[O:2])[CH2:18][CH2:13][CH2:12][CH2:11][CH3:16].